This data is from Catalyst prediction with 721,799 reactions and 888 catalyst types from USPTO. The task is: Predict which catalyst facilitates the given reaction. Product: [Cl:2][CH2:7][CH2:8][CH2:9][CH2:10][C:11]([C:8]1[C:9]2[C:14](=[CH:13][CH:12]=[CH:11][CH:10]=2)[NH:6][CH:7]=1)=[O:15]. The catalyst class is: 2. Reactant: [Al+3].[Cl-:2].[Cl-].[Cl-].[Cl-].[NH:6]1[C:14]2[C:9](=[CH:10][CH:11]=[CH:12][CH:13]=2)[CH:8]=[CH:7]1.[OH2:15].